From a dataset of Peptide-MHC class I binding affinity with 185,985 pairs from IEDB/IMGT. Regression. Given a peptide amino acid sequence and an MHC pseudo amino acid sequence, predict their binding affinity value. This is MHC class I binding data. (1) The peptide sequence is LANPTADDF. The MHC is HLA-B51:01 with pseudo-sequence HLA-B51:01. The binding affinity (normalized) is 0.0847. (2) The binding affinity (normalized) is 0.181. The MHC is Mamu-A01 with pseudo-sequence Mamu-A01. The peptide sequence is YEFLQPILL. (3) The peptide sequence is KMKKKTWLV. The MHC is HLA-B08:01 with pseudo-sequence HLA-B08:01. The binding affinity (normalized) is 0.580. (4) The peptide sequence is MLLPTALAF. The MHC is HLA-B35:01 with pseudo-sequence HLA-B35:01. The binding affinity (normalized) is 0.428. (5) The binding affinity (normalized) is 0.213. The peptide sequence is AHAGARVNL. The MHC is HLA-B18:01 with pseudo-sequence HLA-B18:01.